Dataset: Full USPTO retrosynthesis dataset with 1.9M reactions from patents (1976-2016). Task: Predict the reactants needed to synthesize the given product. (1) Given the product [N:23]1[CH:36]=[CH:35][CH:20]=[CH:21][C:22]=1[N:8]1[CH2:7][CH2:12][N:11]([CH2:20][CH2:21][CH2:22][N:23]2[CH:27]=[C:26]([CH2:28][CH2:29][OH:30])[N:25]=[N:24]2)[CH2:10][CH2:9]1, predict the reactants needed to synthesize it. The reactants are: N1C=CC=CC=1[CH:7]1[CH2:12][NH:11][CH2:10][CH2:9][NH:8]1.C(=O)([O-])[O-].[K+].[K+].Br[CH2:20][CH2:21][CH2:22][N:23]1[CH:27]=[C:26]([CH2:28][CH2:29][OH:30])[N:25]=[N:24]1.O1[CH2:36][CH2:35]OCC1. (2) Given the product [C:1]([C:3]1[CH:4]=[C:5]([CH:9]2[CH2:13][CH2:12][CH2:11][CH:10]2[C:14]([O:16][CH3:17])=[O:15])[CH:6]=[CH:7][CH:8]=1)#[N:2], predict the reactants needed to synthesize it. The reactants are: [C:1]([C:3]1[CH:4]=[C:5]([C:9]2[CH2:13][CH2:12][CH2:11][C:10]=2[C:14]([O:16][CH3:17])=[O:15])[CH:6]=[CH:7][CH:8]=1)#[N:2]. (3) Given the product [CH2:1]([O:3][C:4]1[CH:5]=[C:6]([C:7]2[O:8][CH:17]=[C:18]([CH2:19][CH2:20][C:21]([O:23][CH3:24])=[O:22])[N:9]=2)[CH:10]=[CH:11][C:12]=1[O:13][CH2:14][CH3:15])[CH3:2], predict the reactants needed to synthesize it. The reactants are: [CH2:1]([O:3][C:4]1[CH:5]=[C:6]([CH:10]=[CH:11][C:12]=1[O:13][CH2:14][CH3:15])[C:7]([NH2:9])=[O:8])[CH3:2].Br[CH2:17][C:18](=O)[CH2:19][CH2:20][C:21]([O:23][CH3:24])=[O:22]. (4) Given the product [CH3:17][CH:18]([C:20]1[N:12]([CH2:13][CH:14]([CH3:16])[CH3:15])[C:11]2[C:10]3[CH:9]=[CH:8][CH:7]=[CH:6][C:5]=3[N:4]=[CH:3][C:2]=2[N:1]=1)[OH:19], predict the reactants needed to synthesize it. The reactants are: [NH2:1][C:2]1[CH:3]=[N:4][C:5]2[C:10]([C:11]=1[NH:12][CH2:13][CH:14]([CH3:16])[CH3:15])=[CH:9][CH:8]=[CH:7][CH:6]=2.[C:17](O)(=O)[CH:18]([CH3:20])[OH:19].C. (5) The reactants are: [C:1]1([C:7]2[C:11]([C:12]([F:15])([F:14])[F:13])=[C:10]([C:16]3[S:17][C:18]4[C:28]5[C:23](=[CH:24][C:25]([OH:29])=[CH:26][CH:27]=5)[CH2:22][CH2:21][C:19]=4[N:20]=3)[O:9][N:8]=2)[CH:6]=[CH:5][CH:4]=[CH:3][CH:2]=1.[S:30](O[S:30]([C:33]([F:36])([F:35])[F:34])(=[O:32])=[O:31])([C:33]([F:36])([F:35])[F:34])(=[O:32])=[O:31]. Given the product [F:34][C:33]([F:36])([F:35])[S:30]([O:29][C:25]1[CH:24]=[C:23]2[C:28](=[CH:27][CH:26]=1)[C:18]1[S:17][C:16]([C:10]3[O:9][N:8]=[C:7]([C:1]4[CH:6]=[CH:5][CH:4]=[CH:3][CH:2]=4)[C:11]=3[C:12]([F:15])([F:14])[F:13])=[N:20][C:19]=1[CH2:21][CH2:22]2)(=[O:32])=[O:31], predict the reactants needed to synthesize it.